This data is from Reaction yield outcomes from USPTO patents with 853,638 reactions. The task is: Predict the reaction yield, written as a fraction of the theoretical maximum amount of product (1.0 means a 100% yield; for example, 0.34 means a 34% yield). (1) The reactants are [Br:1][C:2]1[CH:3]=[CH:4][C:5]([F:20])=[C:6]([C:8]2[N:13]=[C:12]([C:14]([O:16][CH2:17][CH3:18])=[O:15])[C:11](F)=[CH:10][N:9]=2)[CH:7]=1.[CH3:21][O:22][CH2:23][CH2:24][NH2:25]. No catalyst specified. The product is [Br:1][C:2]1[CH:3]=[CH:4][C:5]([F:20])=[C:6]([C:8]2[N:13]=[C:12]([C:14]([O:16][CH2:17][CH3:18])=[O:15])[C:11]([NH:25][CH2:24][CH2:23][O:22][CH3:21])=[CH:10][N:9]=2)[CH:7]=1. The yield is 0.780. (2) The reactants are N12CCCN=C1CCCCC2.Cl.[NH2:13][CH2:14][C:15]1[CH:23]=[CH:22][CH:21]=[C:20]2[C:16]=1[C:17](=[O:33])[N:18]([CH:25]1[CH2:30][CH2:29][C:28](=[O:31])[NH:27][C:26]1=[O:32])[C:19]2=[O:24].[CH3:34][O:35][CH2:36][C:37](Cl)=[O:38]. The catalyst is CC#N. The product is [O:32]=[C:26]1[CH:25]([N:18]2[C:17](=[O:33])[C:16]3[C:20](=[CH:21][CH:22]=[CH:23][C:15]=3[CH2:14][NH:13][C:37](=[O:38])[CH2:36][O:35][CH3:34])[C:19]2=[O:24])[CH2:30][CH2:29][C:28](=[O:31])[NH:27]1. The yield is 0.660.